Dataset: NCI-60 drug combinations with 297,098 pairs across 59 cell lines. Task: Regression. Given two drug SMILES strings and cell line genomic features, predict the synergy score measuring deviation from expected non-interaction effect. (1) Drug 1: CCC1=C2CN3C(=CC4=C(C3=O)COC(=O)C4(CC)O)C2=NC5=C1C=C(C=C5)O. Drug 2: CC1=C(C(=O)C2=C(C1=O)N3CC4C(C3(C2COC(=O)N)OC)N4)N. Cell line: MALME-3M. Synergy scores: CSS=18.7, Synergy_ZIP=-7.12, Synergy_Bliss=1.81, Synergy_Loewe=1.03, Synergy_HSA=1.89. (2) Drug 1: C1=C(C(=O)NC(=O)N1)N(CCCl)CCCl. Drug 2: CC1=C(N=C(N=C1N)C(CC(=O)N)NCC(C(=O)N)N)C(=O)NC(C(C2=CN=CN2)OC3C(C(C(C(O3)CO)O)O)OC4C(C(C(C(O4)CO)O)OC(=O)N)O)C(=O)NC(C)C(C(C)C(=O)NC(C(C)O)C(=O)NCCC5=NC(=CS5)C6=NC(=CS6)C(=O)NCCC[S+](C)C)O. Cell line: K-562. Synergy scores: CSS=49.1, Synergy_ZIP=7.70, Synergy_Bliss=8.43, Synergy_Loewe=4.62, Synergy_HSA=4.66.